This data is from Forward reaction prediction with 1.9M reactions from USPTO patents (1976-2016). The task is: Predict the product of the given reaction. Given the reactants Br[CH2:2][C:3]1[CH:8]=[C:7]([OH:9])[CH:6]=[CH:5][C:4]=1[S:10]([NH:13][C:14]1[CH:15]=[CH:16][C:17]2[CH2:21][O:20][B:19]([OH:22])[C:18]=2[CH:23]=1)(=[O:12])=[O:11].[CH3:24][C:25]([O-:27])=[O:26].[Na+], predict the reaction product. The product is: [OH:9][C:7]1[CH:6]=[CH:5][C:4]([S:10](=[O:12])(=[O:11])[NH:13][C:14]2[CH:15]=[CH:16][C:17]3[CH2:21][O:20][B:19]([OH:22])[C:18]=3[CH:23]=2)=[C:3]([CH:8]=1)[CH2:2][O:27][C:25](=[O:26])[CH3:24].